This data is from Catalyst prediction with 721,799 reactions and 888 catalyst types from USPTO. The task is: Predict which catalyst facilitates the given reaction. Reactant: [N:1]([C@H:4]1[C@H:8]([F:9])[CH2:7][N:6]([C:10]([O:12][CH2:13][C:14]2[CH:19]=[CH:18][CH:17]=[CH:16][CH:15]=2)=[O:11])[CH2:5]1)=[N+]=[N-].C1C=CC(P(C2C=CC=CC=2)C2C=CC=CC=2)=CC=1.O. Product: [NH2:1][C@H:4]1[C@H:8]([F:9])[CH2:7][N:6]([C:10]([O:12][CH2:13][C:14]2[CH:19]=[CH:18][CH:17]=[CH:16][CH:15]=2)=[O:11])[CH2:5]1. The catalyst class is: 1.